This data is from Reaction yield outcomes from USPTO patents with 853,638 reactions. The task is: Predict the reaction yield, written as a fraction of the theoretical maximum amount of product (1.0 means a 100% yield; for example, 0.34 means a 34% yield). (1) The reactants are [NH2:1][C:2]1[CH:30]=[CH:29][C:5]([O:6][C:7]2[CH:12]=[CH:11][N:10]=[C:9]3[CH:13]=[C:14]([C:16]4[CH:21]=[CH:20][C:19]([C:22]([N:24]5[CH2:28][CH2:27][CH2:26][CH2:25]5)=[O:23])=[CH:18][CH:17]=4)[S:15][C:8]=23)=[C:4]([F:31])[CH:3]=1.[F:32][C:33]1[CH:38]=[C:37]([F:39])[CH:36]=[CH:35][C:34]=1[N:40]=[C:41]=[O:42]. The catalyst is C(Cl)Cl. The product is [F:32][C:33]1[CH:38]=[C:37]([F:39])[CH:36]=[CH:35][C:34]=1[NH:40][C:41]([NH:1][C:2]1[CH:30]=[CH:29][C:5]([O:6][C:7]2[CH:12]=[CH:11][N:10]=[C:9]3[CH:13]=[C:14]([C:16]4[CH:17]=[CH:18][C:19]([C:22]([N:24]5[CH2:28][CH2:27][CH2:26][CH2:25]5)=[O:23])=[CH:20][CH:21]=4)[S:15][C:8]=23)=[C:4]([F:31])[CH:3]=1)=[O:42]. The yield is 0.590. (2) The reactants are [CH2:1]([NH:8][C:9]([CH3:15])([CH3:14])[CH2:10][C:11](O)=[O:12])[C:2]1[CH:7]=[CH:6][CH:5]=[CH:4][CH:3]=1.B. The catalyst is C1COCC1. The product is [CH2:1]([NH:8][C:9]([CH3:15])([CH3:14])[CH2:10][CH2:11][OH:12])[C:2]1[CH:7]=[CH:6][CH:5]=[CH:4][CH:3]=1. The yield is 0.470. (3) The reactants are [K+].[Br-].BrC(Br)(Br)C1C=CC2C(=CC=C([I:15])C=2)N=1.C(N(CC)CCN[C:24]([C:26]1[C:35](=[O:36])[C:34]2[C:29](=[CH:30][CH:31]=[C:32](I)[CH:33]=2)[NH:28][CH:27]=1)=O)C.NC1C=C2C(=CC=1)N=C(C(OCC)=O)C=N2.IC1C=[C:59]2C(=CC=1)NC=[C:61]([C:67]([O:69][CH2:70]C)=[O:68])[C:60]2=O. The catalyst is ClCCl. The product is [I:15][C:33]1[CH:32]=[CH:31][CH:30]=[C:29]2[C:34]=1[C:35](=[O:36])[C:26]1[CH:24]=[CH:59][CH:60]=[C:61]([C:67]([O:69][CH3:70])=[O:68])[C:27]=1[NH:28]2. The yield is 0.510. (4) The reactants are [C:1]([C:4]1[CH:13]=[C:12]([F:14])[C:7]([C:8]([O:10][CH3:11])=[O:9])=[C:6]([Cl:15])[CH:5]=1)(=O)[NH2:2].N1C=CC=CC=1.FC(F)(F)C(OC(=O)C(F)(F)F)=O. The catalyst is O1CCOCC1. The product is [Cl:15][C:6]1[CH:5]=[C:4]([C:1]#[N:2])[CH:13]=[C:12]([F:14])[C:7]=1[C:8]([O:10][CH3:11])=[O:9]. The yield is 0.840. (5) The reactants are [Cl:1][C:2]1[CH:7]=[CH:6][C:5]([C:8]2[C:14]3[CH:15]=[C:16]([OH:19])[CH:17]=[CH:18][C:13]=3[N:12]3[C:20]([CH3:23])=[N:21][N:22]=[C:11]3[C@H:10]([CH2:24][C:25]([NH:27][CH2:28][CH3:29])=[O:26])[N:9]=2)=[CH:4][CH:3]=1.C(=O)([O-])[O-].[K+].[K+].CS(O[CH2:41][CH2:42][O:43][CH2:44][CH2:45][O:46][CH2:47][CH2:48][NH:49][C:50](=[O:56])[O:51][C:52]([CH3:55])([CH3:54])[CH3:53])(=O)=O. The catalyst is C(#N)C. The product is [C:52]([O:51][C:50](=[O:56])[NH:49][CH2:48][CH2:47][O:46][CH2:45][CH2:44][O:43][CH2:42][CH2:41][O:19][C:16]1[CH:17]=[CH:18][C:13]2[N:12]3[C:20]([CH3:23])=[N:21][N:22]=[C:11]3[C@H:10]([CH2:24][C:25]([NH:27][CH2:28][CH3:29])=[O:26])[N:9]=[C:8]([C:5]3[CH:6]=[CH:7][C:2]([Cl:1])=[CH:3][CH:4]=3)[C:14]=2[CH:15]=1)([CH3:55])([CH3:54])[CH3:53]. The yield is 0.800. (6) The reactants are [CH2:1]([N:4]1[C:8]([C:9]2[NH:13][CH:12]=[N:11][N:10]=2)=[CH:7][C:6]([C:14]2[C:19]([CH3:20])=[CH:18][N:17]=[C:16]([NH:21][C:22]([CH:24]3[CH2:26][CH2:25]3)=[O:23])[CH:15]=2)=[CH:5]1)[CH:2]=[CH2:3]. The catalyst is CCO.[Pd]. The product is [CH3:20][C:19]1[C:14]([C:6]2[CH:7]=[C:8]([C:9]3[NH:13][CH:12]=[N:11][N:10]=3)[N:4]([CH2:1][CH2:2][CH3:3])[CH:5]=2)=[CH:15][C:16]([NH:21][C:22]([CH:24]2[CH2:26][CH2:25]2)=[O:23])=[N:17][CH:18]=1. The yield is 0.700.